Dataset: hERG potassium channel inhibition data for cardiac toxicity prediction from Karim et al.. Task: Regression/Classification. Given a drug SMILES string, predict its toxicity properties. Task type varies by dataset: regression for continuous values (e.g., LD50, hERG inhibition percentage) or binary classification for toxic/non-toxic outcomes (e.g., AMES mutagenicity, cardiotoxicity, hepatotoxicity). Dataset: herg_karim. (1) The molecule is NC1=NC[C@H]2c3ccccc3Cc3ccccc3N12. The result is 0 (non-blocker). (2) The drug is Cc1cnc(-c2nnc(CCCCCN3CC4C[C@]4(c4ccc(C(F)(F)F)cc4)C3)n2C)cn1. The result is 1 (blocker). (3) The drug is Cc1c([C@@H](O)CN2CCC3(CC2)CCN(c2ccc(C#N)cn2)C3)ccc2c1COC2=O. The result is 1 (blocker). (4) The molecule is NCC(=O)N1CCn2c(nc(-c3cccc(F)c3)c2Nc2ccc(F)cc2)C1. The result is 0 (non-blocker).